From a dataset of Reaction yield outcomes from USPTO patents with 853,638 reactions. Predict the reaction yield, written as a fraction of the theoretical maximum amount of product (1.0 means a 100% yield; for example, 0.34 means a 34% yield). The reactants are [F:1][C:2]1[CH:10]=[C:9]2[C:5]([C:6]([C:12]3[N:13]=[C:14]4[C:20]([C:21](O)=[O:22])=[CH:19][NH:18][C:15]4=[N:16][CH:17]=3)=[N:7][N:8]2[CH3:11])=[CH:4][CH:3]=1.CCN=C=NCCCN(C)C.Cl.[CH3:36][C:37]1([NH2:43])[CH2:42][CH2:41][CH2:40][CH2:39][CH2:38]1.O. The catalyst is CN(C=O)C.CN(C1C=CN=CC=1)C. The product is [F:1][C:2]1[CH:10]=[C:9]2[C:5]([C:6]([C:12]3[N:13]=[C:14]4[C:20]([C:21]([NH:43][C:37]5([CH3:36])[CH2:42][CH2:41][CH2:40][CH2:39][CH2:38]5)=[O:22])=[CH:19][NH:18][C:15]4=[N:16][CH:17]=3)=[N:7][N:8]2[CH3:11])=[CH:4][CH:3]=1. The yield is 0.284.